Dataset: Drug-target binding data from BindingDB using Ki measurements. Task: Regression. Given a target protein amino acid sequence and a drug SMILES string, predict the binding affinity score between them. We predict pKi (pKi = -log10(Ki in M); higher means stronger inhibition). Dataset: bindingdb_ki. (1) The small molecule is COc1ccc2[nH]cc(C3=CCNCC3)c2c1. The target protein (P28565) has sequence MSLPNQSLEGLPQEASNRSLNATGAWDPEVLQALRISLVVVLSIITLATVLSNAFVLTTILLTKKLHTPANYLIGSLATTDLLVSILVMPISIAYTTTRTWNFGQILCDIWVSSDITCCTASILHLCVIALDRYWAITDALEYSKRRTAGHAAAMIAAVWAISICISIPPLFWRQATAHEEMSDCLVNTSQISYTIYSTCGAFYIPSILLIILYGRIYVAARSRILNPPSLYGKRFTTAQLITGSAGSSLCSLNPSLHESHTHTVGSPLFFNQVKIKLADSILERKRISAARERKATKTLGIILGAFIICWLPFFVVSLVLPICRDSCWIHPALFDFFTWLGYLNSLINPVIYTVFNEDFRQAFQRVVHFRKAS. The pKi is 7.3. (2) The drug is CN(C)CC[C@H](CSc1ccccc1)Nc1ccc(S(=O)(=O)NC(=O)c2ccc(N3CCN(Cc4ccccc4-c4ccc(Cl)cc4)CC3)cc2)cc1[N+](=O)[O-]. The target protein (P02666) has sequence MKVLILACLVALALARELEELNVPGEIVESLSSSEESITRINKKIEKFQSEEQQQTEDELQDKIHPFAQTQSLVYPFPGPIPNSLPQNIPPLTQTPVVVPPFLQPEVMGVSKVKEAMAPKHKEMPFPKYPVEPFTESQSLTLTDVENLHLPLPLLQSWMHQPHQPLPPTVMFPPQSVLSLSQSKVLPVPQKAVPYPQRDMPIQAFLLYQEPVLGPVRGPFPIIV. The pKi is 9.0. (3) The small molecule is CC(=O)N[C@@H](Cc1ccc(OP(=O)(O)O)cc1)C(=O)N[C@@H](CC(C)C)C(=O)N[C@@H](CCCCN)C(=O)N[C@H](C(=O)N[C@@H](CCCCN)C(=O)N[C@@H](Cc1ccccc1)C(N)=O)C(C)O. The target protein sequence is GQANHPTAAVVTEKQQMLEQHLQDVRKRVQDLEQKMKVVENLQDDFDFNYKTLKSQGDMQDLNGNNQSVTRQKMQQLEQMLTALDQMRRSIVSELAGLLSAMEYVQKTLTDEELADWKRRQQIACIGGPPNICLDRLENWITSLAESQLQTRQQIKKLEELQQKVSYKGDPIVQHRPMLEERIVELFRNLMKSAFVVERQPCMPMHPDRPLVIKTGVQFTTKVRLLVKFPELNYQLKIKVCIDKDSGDVAALRGSRKFNILGTNTKVMNMEESNNGSLSAEFKHLTLREQRCGNGGRANCDASLIVTEELHLITFETEVYHQGLKIDLETHSLPVVVISNICQMPNAWASILWYNMLTNNPKNVNFFTKPPIGTWDQVAEVLSWQFSSTTKRGLSIEQLTTLAEKLLGPGVNYSGCQITWAKFCKENMAGKGFSFWVWLDNIIDLVKKYILALWNEGYIMGFISKERERAILSTKPPGTFLLRFSESSKEGGVTFTWVEK.... The pKi is 4.6. (4) The small molecule is O=C1[C@H](CC[C@H](O)c2ccc(F)cc2)[C@@H](c2ccc(O)cc2)N1c1ccc(F)cc1. The target protein (Q6T3U3) has sequence MAAAWLGWLLWALLLSAAQGELYTPKHEAGVCTFYEECGKNPELSGGLTSLSNVSCLSNTPARHVTGEHLALLQRICPRLYNGPNTTFACCSTKQLLSLESSMSITKALLTRCPACSDNFVSLHCHNTCSPDQSLFINVTRVVERGAGEPPAVVAYEAFYQRSFAEKAYESCSQVRIPAAASLAVGSMCGVYGSALCNAQRWLNFQGDTGNGLAPLDITFHLLEPGQALPDGIQPLNGKIAPCNESQGDDSAVCSCQDCAASCPVIPPPEALRPSFYMGRMPGWLALIIIFTAVFVLLSAVLVRLRVVSNRNKNKAEGPQEAPKLPHKHKLSPHTILGRFFQNWGTRVASWPLTVLALSFIVVIALAAGLTFIELTTDPVELWSAPKSQARKEKSFHDEHFGPFFRTNQIFVTARNRSSYKYDSLLLGSKNFSGILSLDFLLELLELQERLRHLQVWSPEAERNISLQDICYAPLNPYNTSLSDCCVNSLLQYFQNNRTL.... The pKi is 6.7.